From a dataset of Full USPTO retrosynthesis dataset with 1.9M reactions from patents (1976-2016). Predict the reactants needed to synthesize the given product. (1) Given the product [Cl:15][C:12]1[CH:13]=[CH:14][C:9]([O:8][CH2:7][C:6]([OH:5])=[O:18])=[C:10]([C:16]#[C:17][C:20]2[S:24][C:23]([CH3:25])=[N:22][C:21]=2[CH3:26])[CH:11]=1, predict the reactants needed to synthesize it. The reactants are: C([O:5][C:6](=[O:18])[CH2:7][O:8][C:9]1[CH:14]=[CH:13][C:12]([Cl:15])=[CH:11][C:10]=1[C:16]#[CH:17])(C)(C)C.Br[C:20]1[S:24][C:23]([CH3:25])=[N:22][C:21]=1[CH3:26]. (2) Given the product [ClH:15].[O:1]1[CH2:6][CH2:5][N:4]([CH2:7][C:8]([OH:10])=[O:9])[CH2:3][CH2:2]1, predict the reactants needed to synthesize it. The reactants are: [O:1]1[CH2:6][CH2:5][N:4]([CH2:7][C:8]([O:10]C(C)(C)C)=[O:9])[CH2:3][CH2:2]1.[ClH:15]. (3) Given the product [Cl:14][C:9]1[CH:10]=[CH:11][CH:12]=[CH:13][C:8]=1[C:5]([F:6])([F:7])[CH2:4][OH:3], predict the reactants needed to synthesize it. The reactants are: C([O:3][C:4](=O)[C:5]([C:8]1[CH:13]=[CH:12][CH:11]=[CH:10][C:9]=1[Cl:14])([F:7])[F:6])C.[BH4-].[Na+]. (4) Given the product [CH:1]1([N:8]2[C:12]3=[C:13]4[CH:19]=[CH:18][NH:17][C:14]4=[N:15][CH:16]=[C:11]3[C:10]([NH2:20])=[N:9]2)[CH2:2][CH2:3][CH2:4][CH2:5][CH2:6][CH2:7]1, predict the reactants needed to synthesize it. The reactants are: [CH:1]1([N:8]2[C:12]3=[C:13]4[CH:19]=[CH:18][NH:17][C:14]4=[N:15][CH:16]=[C:11]3[C:10]([NH:20]C(=O)C(NCCOC)=O)=[N:9]2)[CH2:7][CH2:6][CH2:5][CH2:4][CH2:3][CH2:2]1.[OH-].[Na+]. (5) Given the product [CH3:60][N:57]1[CH:58]=[CH:59][C:55]([N:52]2[C:42]3[N:43]=[C:44]([N:46]4[CH2:47][CH2:48][O:49][CH2:50][CH2:51]4)[N:45]=[C:40]([C:36]4[CH:35]=[C:34]([OH:33])[CH:39]=[CH:38][CH:37]=4)[C:41]=3[CH2:54][CH2:53]2)=[N:56]1, predict the reactants needed to synthesize it. The reactants are: ClC1C(CCCl)=C(C2C=CC=C(OC)C=2)N=C(N2CCOCC2)N=1.CN1C=CC(N)=N1.C[O:33][C:34]1[CH:35]=[C:36]([C:40]2[C:41]3[CH2:54][CH2:53][N:52]([C:55]4[CH:59]=[CH:58][N:57]([CH3:60])[N:56]=4)[C:42]=3[N:43]=[C:44]([N:46]3[CH2:51][CH2:50][O:49][CH2:48][CH2:47]3)[N:45]=2)[CH:37]=[CH:38][CH:39]=1.